This data is from Catalyst prediction with 721,799 reactions and 888 catalyst types from USPTO. The task is: Predict which catalyst facilitates the given reaction. (1) Reactant: NC(C)(C)C[O:4][C:5](=[O:27])[C:6]1[C:11]([C:12](=[O:19])[C:13]2[CH:18]=[CH:17][CH:16]=[CH:15][CH:14]=2)=[CH:10][C:9]([N:20]2[CH2:25][CH2:24][N:23]([CH3:26])[CH2:22][CH2:21]2)=[N:8][CH:7]=1.C(Cl)(=O)C(C)(C)C.Cl.[Cl-].[Na+]. Product: [C:12]([C:11]1[C:6]([C:5]([OH:27])=[O:4])=[CH:7][N:8]=[C:9]([N:20]2[CH2:21][CH2:22][N:23]([CH3:26])[CH2:24][CH2:25]2)[CH:10]=1)(=[O:19])[C:13]1[CH:18]=[CH:17][CH:16]=[CH:15][CH:14]=1. The catalyst class is: 7. (2) Reactant: [N+:1]([C:4]1[CH:5]=[C:6]([C:10]2[CH:20]=[CH:19][C:13]([C:14]([O:16][CH2:17][CH3:18])=[O:15])=[CH:12][CH:11]=2)[CH:7]=[CH:8][CH:9]=1)([O-])=O. Product: [NH2:1][C:4]1[CH:5]=[C:6]([C:10]2[CH:20]=[CH:19][C:13]([C:14]([O:16][CH2:17][CH3:18])=[O:15])=[CH:12][CH:11]=2)[CH:7]=[CH:8][CH:9]=1. The catalyst class is: 45.